Dataset: Catalyst prediction with 721,799 reactions and 888 catalyst types from USPTO. Task: Predict which catalyst facilitates the given reaction. (1) Reactant: [Br:1][C:2]1[CH:11]=[CH:10][C:5]([C:6]([O:8]C)=O)=[C:4]([CH2:12]Br)[CH:3]=1.[NH2:14][C:15]([CH3:23])([CH3:22])[CH2:16][C:17]([O:19][CH2:20][CH3:21])=[O:18].C(N(CC)CC)C. Product: [Br:1][C:2]1[CH:3]=[C:4]2[C:5](=[CH:10][CH:11]=1)[C:6](=[O:8])[N:14]([C:15]([CH3:23])([CH3:22])[CH2:16][C:17]([O:19][CH2:20][CH3:21])=[O:18])[CH2:12]2. The catalyst class is: 11. (2) Reactant: [NH:1]1[CH2:4][CH2:3][C@H:2]1[CH2:5][O:6][C:7]1[CH:8]=[N:9][CH:10]=[C:11]([Cl:13])[CH:12]=1.Br[CH:15]([CH3:17])[CH3:16].C(NC(C)C)(C)C. Product: [Cl:13][C:11]1[CH:10]=[N:9][CH:8]=[C:7]([O:6][CH2:5][C@@H:2]2[CH2:3][CH2:4][N:1]2[CH:15]([CH3:17])[CH3:16])[CH:12]=1. The catalyst class is: 10. (3) Product: [Cl:27][C:15]1[N:14]=[C:13]([NH:11][C@H:9]([C:6]2[N:7]=[CH:8][C:3]([F:2])=[CH:4][N:5]=2)[CH3:10])[N:18]=[C:17]([NH:19][C:20]2[CH:24]=[C:23]([O:25][CH3:26])[NH:22][N:21]=2)[CH:16]=1. The catalyst class is: 114. Reactant: Cl.[F:2][C:3]1[CH:4]=[N:5][C:6]([C@@H:9]([NH2:11])[CH3:10])=[N:7][CH:8]=1.Cl[C:13]1[N:18]=[C:17]([NH:19][C:20]2[CH:24]=[C:23]([O:25][CH3:26])[NH:22][N:21]=2)[CH:16]=[C:15]([Cl:27])[N:14]=1.CCN(C(C)C)C(C)C.